From a dataset of Full USPTO retrosynthesis dataset with 1.9M reactions from patents (1976-2016). Predict the reactants needed to synthesize the given product. (1) The reactants are: [I:1][C:2]1[CH:7]=[CH:6][C:5]([OH:8])=[CH:4][CH:3]=1.Br[CH2:10][C:11]([O:13][C:14]([CH3:17])([CH3:16])[CH3:15])=[O:12]. Given the product [I:1][C:2]1[CH:7]=[CH:6][C:5]([O:8][CH2:10][C:11]([O:13][C:14]([CH3:17])([CH3:16])[CH3:15])=[O:12])=[CH:4][CH:3]=1, predict the reactants needed to synthesize it. (2) The reactants are: [C:1]([O:5][C:6]([NH:8][C@:9]([CH3:19])([CH2:12][C:13]1[CH:18]=[CH:17][CH:16]=[CH:15][CH:14]=1)[CH:10]=O)=[O:7])([CH3:4])([CH3:3])[CH3:2].Cl.[NH2:21][OH:22].C(N(CC)CC)C. Given the product [C:1]([O:5][C:6]([NH:8][C@:9]([CH3:19])([CH2:12][C:13]1[CH:18]=[CH:17][CH:16]=[CH:15][CH:14]=1)[CH:10]=[N:21][OH:22])=[O:7])([CH3:4])([CH3:3])[CH3:2], predict the reactants needed to synthesize it. (3) Given the product [I:1][C:2]1[C:10]2[C:5](=[CH:6][CH:7]=[CH:8][C:9]=2[N+:11]([O-:13])=[O:12])[N:4]([CH2:27][C:28]2[CH:29]=[C:30]([CH:36]=[CH:37][CH:38]=2)[C:31]([N:33]([CH3:35])[CH3:34])=[O:32])[N:3]=1, predict the reactants needed to synthesize it. The reactants are: [I:1][C:2]1[C:10]2[C:5](=[CH:6][CH:7]=[CH:8][C:9]=2[N+:11]([O-:13])=[O:12])[NH:4][N:3]=1.C(N=C(N(C)C)N(C)C)(C)(C)C.Cl[CH2:27][C:28]1[CH:29]=[C:30]([CH:36]=[CH:37][CH:38]=1)[C:31]([N:33]([CH3:35])[CH3:34])=[O:32]. (4) Given the product [OH:6][C:7]1[C:8]([C:17]([O:19][CH3:20])=[O:18])=[N:9][C:10]2[C:15]([N:16]=1)=[CH:14][CH:13]=[CH:12][CH:11]=2, predict the reactants needed to synthesize it. The reactants are: OS(O)(=O)=O.[OH:6][C:7]1[C:8]([C:17]([OH:19])=[O:18])=[N:9][C:10]2[C:15]([N:16]=1)=[CH:14][CH:13]=[CH:12][CH:11]=2.[CH3:20]O. (5) Given the product [NH2:27][C:24]1[CH:25]=[CH:26][C:21]([C:20]2[C:13]3[C:14](=[N:15][CH:16]=[N:17][C:12]=3[NH2:11])[N:18]([CH:37]3[CH2:42][CH2:41][N:40]([CH2:43][C:44]4[NH:45][CH:46]=[CH:47][N:48]=4)[CH2:39][CH2:38]3)[N:19]=2)=[CH:22][C:23]=1[O:35][CH3:36], predict the reactants needed to synthesize it. The reactants are: FC(F)(F)C(O)=O.ClCCl.[NH2:11][C:12]1[N:17]=[CH:16][N:15]=[C:14]2[N:18]([CH:37]3[CH2:42][CH2:41][N:40]([CH2:43][C:44]4[NH:45][CH:46]=[CH:47][N:48]=4)[CH2:39][CH2:38]3)[N:19]=[C:20]([C:21]3[CH:26]=[CH:25][C:24]([NH:27]C(=O)OC(C)(C)C)=[C:23]([O:35][CH3:36])[CH:22]=3)[C:13]=12.